This data is from NCI-60 drug combinations with 297,098 pairs across 59 cell lines. The task is: Regression. Given two drug SMILES strings and cell line genomic features, predict the synergy score measuring deviation from expected non-interaction effect. Drug 1: CN1CCC(CC1)COC2=C(C=C3C(=C2)N=CN=C3NC4=C(C=C(C=C4)Br)F)OC. Drug 2: CC1=C2C(C(=O)C3(C(CC4C(C3C(C(C2(C)C)(CC1OC(=O)C(C(C5=CC=CC=C5)NC(=O)OC(C)(C)C)O)O)OC(=O)C6=CC=CC=C6)(CO4)OC(=O)C)OC)C)OC. Cell line: NCI-H460. Synergy scores: CSS=41.7, Synergy_ZIP=-1.19, Synergy_Bliss=-0.591, Synergy_Loewe=-14.2, Synergy_HSA=0.210.